Dataset: Peptide-MHC class I binding affinity with 185,985 pairs from IEDB/IMGT. Task: Regression. Given a peptide amino acid sequence and an MHC pseudo amino acid sequence, predict their binding affinity value. This is MHC class I binding data. (1) The binding affinity (normalized) is 0.0847. The peptide sequence is SQLEMCEKY. The MHC is HLA-B58:01 with pseudo-sequence HLA-B58:01. (2) The peptide sequence is SHYLELDTI. The MHC is Patr-B2401 with pseudo-sequence Patr-B2401. The binding affinity (normalized) is 0.0520. (3) The peptide sequence is YWPLNDYGF. The MHC is HLA-A23:01 with pseudo-sequence HLA-A23:01. The binding affinity (normalized) is 0. (4) The peptide sequence is TVFCFFNYI. The MHC is HLA-A80:01 with pseudo-sequence HLA-A80:01. The binding affinity (normalized) is 0.0847. (5) The peptide sequence is SVDSDHLGY. The MHC is HLA-A02:11 with pseudo-sequence HLA-A02:11. The binding affinity (normalized) is 0.0847.